Dataset: Reaction yield outcomes from USPTO patents with 853,638 reactions. Task: Predict the reaction yield, written as a fraction of the theoretical maximum amount of product (1.0 means a 100% yield; for example, 0.34 means a 34% yield). (1) The yield is 0.650. The product is [Cl:56][C:57]1[CH:58]=[C:44]([CH:43]=[CH:42][CH:41]=1)[CH2:45][NH:46][C:16]([C:10]1[CH:9]=[C:8]2[C:13]([C:14](=[O:15])[N:5]([CH2:4][C:3]3[CH:19]=[CH:20][CH:21]=[CH:22][C:2]=3[F:1])[CH:6]=[N:7]2)=[CH:12][CH:11]=1)=[O:17]. The reactants are [F:1][C:2]1[CH:22]=[CH:21][CH:20]=[CH:19][C:3]=1[CH2:4][N:5]1[C:14](=[O:15])[C:13]2[C:8](=[CH:9][C:10]([C:16]([O-])=[O:17])=[CH:11][CH:12]=2)[N:7]=[CH:6]1.CCN(C(C)C)C(C)C.CN(C(ON1N=N[C:42]2[CH:43]=[CH:44][CH:45]=[N:46][C:41]1=2)=[N+](C)C)C.F[P-](F)(F)(F)(F)F.[Cl:56][C:57]1C=CC(CN)=C[CH:58]=1. The catalyst is C(Cl)Cl. (2) The reactants are [I:1][C:2]1[CH:12]=[N:11][C:5]2[NH:6][CH2:7][C:8](=[O:10])[NH:9][C:4]=2[CH:3]=1.Br[CH:14]([C:16]1[C:21]([Cl:22])=[C:20]([F:23])[CH:19]=[CH:18][C:17]=1[F:24])[CH3:15]. No catalyst specified. The product is [Cl:22][C:21]1[C:20]([F:23])=[CH:19][CH:18]=[C:17]([F:24])[C:16]=1[CH:14]([N:9]1[C:8](=[O:10])[CH2:7][NH:6][C:5]2[N:11]=[CH:12][C:2]([I:1])=[CH:3][C:4]1=2)[CH3:15]. The yield is 0.110. (3) The reactants are [C:1]([O:5][C:6]([N:8]1[CH2:13][CH2:12][C:11]([C:24](=O)[NH2:25])([C:14]([O:16][CH2:17][C:18]2[CH:23]=[CH:22][CH:21]=[CH:20][CH:19]=2)=[O:15])[CH2:10][CH2:9]1)=[O:7])([CH3:4])([CH3:3])[CH3:2].COC1C=CC(P2(SP(C3C=CC(OC)=CC=3)(=S)S2)=[S:36])=CC=1.O. The catalyst is C1(C)C=CC=CC=1. The product is [C:1]([O:5][C:6]([N:8]1[CH2:13][CH2:12][C:11]([C:24](=[S:36])[NH2:25])([C:14]([O:16][CH2:17][C:18]2[CH:23]=[CH:22][CH:21]=[CH:20][CH:19]=2)=[O:15])[CH2:10][CH2:9]1)=[O:7])([CH3:4])([CH3:3])[CH3:2]. The yield is 0.200. (4) The reactants are Cl[C:2]1[N:10]=[C:9]2[C:5]([N:6]=[C:7]([CH2:12][OH:13])[N:8]2[CH3:11])=[C:4]([N:14]2[CH2:19][CH2:18][O:17][CH2:16][CH2:15]2)[N:3]=1.[CH3:20][C:21]1[NH:22][C:23]2[CH:29]=[CH:28][CH:27]=[CH:26][C:24]=2[N:25]=1. No catalyst specified. The product is [CH3:11][N:8]1[C:7]([CH2:12][OH:13])=[N:6][C:5]2[C:9]1=[N:10][C:2]([N:22]1[C:23]3[CH:29]=[CH:28][CH:27]=[CH:26][C:24]=3[N:25]=[C:21]1[CH3:20])=[N:3][C:4]=2[N:14]1[CH2:19][CH2:18][O:17][CH2:16][CH2:15]1. The yield is 1.00. (5) The catalyst is CN(C=O)C. The product is [F:28][C:8]1[CH:9]=[C:10]2[C:5](=[N:6][CH:7]=1)[NH:4][CH2:3][CH2:2][NH:1][C:25](=[O:27])[C:24]1=[C:18]3[N:17]=[C:16]([CH:21]=[CH:20][N:19]3[N:22]=[CH:23]1)[N:12]1[C@@H:11]2[CH2:15][CH2:14][CH2:13]1. The yield is 0.300. The reactants are [NH2:1][CH2:2][CH2:3][NH:4][C:5]1[C:10]([C@H:11]2[CH2:15][CH2:14][CH2:13][N:12]2[C:16]2[CH:21]=[CH:20][N:19]3[N:22]=[CH:23][C:24]([C:25]([OH:27])=O)=[C:18]3[N:17]=2)=[CH:9][C:8]([F:28])=[CH:7][N:6]=1.CN(C(ON1N=NC2C=CC=NC1=2)=[N+](C)C)C.F[P-](F)(F)(F)(F)F.CCN(C(C)C)C(C)C. (6) The reactants are [NH2:1][C:2]1[S:6][N:5]=[C:4]([S:7][CH2:8][CH2:9][CH2:10][CH2:11][CH3:12])[C:3]=1[C:13]([NH2:15])=[O:14].N1C=CC=CC=1.Cl[C:23]([O:25][C:26]1[CH:31]=[CH:30][CH:29]=[CH:28][CH:27]=1)=[O:24]. The catalyst is O1CCCC1. The product is [C:26]1([O:25][C:23](=[O:24])[NH:1][C:2]2[S:6][N:5]=[C:4]([S:7][CH2:8][CH2:9][CH2:10][CH2:11][CH3:12])[C:3]=2[C:13](=[O:14])[NH2:15])[CH:31]=[CH:30][CH:29]=[CH:28][CH:27]=1. The yield is 0.790.